From a dataset of CYP2C19 inhibition data for predicting drug metabolism from PubChem BioAssay. Regression/Classification. Given a drug SMILES string, predict its absorption, distribution, metabolism, or excretion properties. Task type varies by dataset: regression for continuous measurements (e.g., permeability, clearance, half-life) or binary classification for categorical outcomes (e.g., BBB penetration, CYP inhibition). Dataset: cyp2c19_veith. (1) The drug is Cc1nnc(SCc2nc(N)nc(Nc3ccccc3)n2)s1. The result is 1 (inhibitor). (2) The molecule is Cc1cccc(C(=O)NNC(=O)c2cc3cc4ccccc4nc3s2)c1. The result is 0 (non-inhibitor). (3) The drug is O=C(O)c1cccc(N=Nc2c(S(=O)(=O)O)ccc3c2C(=O)c2ccccc2C3=O)c1O. The result is 0 (non-inhibitor). (4) The drug is Cn1c(=O)c(-c2ccc(Cl)cc2)nc2cnc(OCc3ccccc3)nc21. The result is 0 (non-inhibitor). (5) The molecule is CN1CCN(c2ncc3nc(-c4cccc(C#N)c4)c(=O)n(C)c3n2)CC1. The result is 0 (non-inhibitor). (6) The drug is COc1ccc(CONS(=O)(=O)c2ccc(NC(C)=O)cc2)cc1Cl. The result is 1 (inhibitor). (7) The molecule is CC(=O)NC1CC2CCCC(C1)N2C(=O)Nc1ccccc1. The result is 0 (non-inhibitor). (8) The drug is CCNc1ncc2nc(CCc3ccccc3)c(=O)n(C3CC3)c2n1. The result is 1 (inhibitor). (9) The drug is Cn1c(=O)c(CCc2ccccc2)nc2cnc(Nc3ccccc3)nc21. The result is 1 (inhibitor).